Predict the product of the given reaction. From a dataset of Forward reaction prediction with 1.9M reactions from USPTO patents (1976-2016). (1) Given the reactants [N+:1]([C:4]1[S:8][C:7]([C:9]([OH:11])=O)=[CH:6][CH:5]=1)([O-:3])=[O:2].[NH2:12][C:13]1[CH:14]=[N:15][CH:16]=[CH:17][C:18]=1[OH:19].C([O-])([O-])=O.[Na+].[Na+], predict the reaction product. The product is: [OH:19][C:18]1[CH:17]=[CH:16][N:15]=[CH:14][C:13]=1[NH:12][C:9]([C:7]1[S:8][C:4]([N+:1]([O-:3])=[O:2])=[CH:5][CH:6]=1)=[O:11]. (2) Given the reactants [F:1][C:2]([F:31])([F:30])[C:3]1[CH:4]=[C:5]([NH:13][NH:14][C:15](=[O:29])[CH:16]([N:23]2[CH2:28][CH2:27][NH:26][CH2:25][CH2:24]2)[C:17]2[CH:18]=[N:19][CH:20]=[N:21][CH:22]=2)[CH:6]=[C:7]([C:9]([F:12])([F:11])[F:10])[CH:8]=1.O.[BH-](OC(C)=O)(OC(C)=O)O[C:35](C)=O.[Na+], predict the reaction product. The product is: [F:12][C:9]([F:10])([F:11])[C:7]1[CH:6]=[C:5]([NH:13][NH:14][C:15](=[O:29])[CH:16]([N:23]2[CH2:28][CH2:27][N:26]([CH3:35])[CH2:25][CH2:24]2)[C:17]2[CH:18]=[N:19][CH:20]=[N:21][CH:22]=2)[CH:4]=[C:3]([C:2]([F:1])([F:30])[F:31])[CH:8]=1. (3) Given the reactants [NH2:1][C:2]1[C:11]2[C:6](=[CH:7][C:8]([CH2:12][N:13]3[CH:18]([CH3:19])[CH2:17][NH:16][CH:15]([CH2:20][O:21][CH3:22])[C:14]3=[O:23])=[CH:9][CH:10]=2)[N:5]=[CH:4][N:3]=1.Br[CH2:25][C:26]1[CH:35]=[CH:34][C:33]2[C:28](=[CH:29][CH:30]=[C:31]([Cl:36])[CH:32]=2)[CH:27]=1, predict the reaction product. The product is: [NH2:1][C:2]1[C:11]2[C:6](=[CH:7][C:8]([CH2:12][N:13]3[C@@H:18]([CH3:19])[CH2:17][N:16]([CH2:25][C:26]4[CH:35]=[CH:34][C:33]5[C:28](=[CH:29][CH:30]=[C:31]([Cl:36])[CH:32]=5)[CH:27]=4)[C@@H:15]([CH2:20][O:21][CH3:22])[C:14]3=[O:23])=[CH:9][CH:10]=2)[N:5]=[CH:4][N:3]=1. (4) Given the reactants S(Cl)([Cl:4])(=O)=O.[CH3:6][NH:7][C:8]([N:10]1[C:14]([CH2:15][CH3:16])=[CH:13][C:12]([O:17][C:18]2[C:23]([Cl:24])=[CH:22][C:21]([C:25]([F:28])([F:27])[F:26])=[CH:20][N:19]=2)=[N:11]1)=[O:9], predict the reaction product. The product is: [CH3:6][NH:7][C:8]([N:10]1[C:14]([CH2:15][CH3:16])=[C:13]([Cl:4])[C:12]([O:17][C:18]2[C:23]([Cl:24])=[CH:22][C:21]([C:25]([F:26])([F:27])[F:28])=[CH:20][N:19]=2)=[N:11]1)=[O:9].